The task is: Predict the product of the given reaction.. This data is from Forward reaction prediction with 1.9M reactions from USPTO patents (1976-2016). (1) Given the reactants [Br:1][C:2]1[CH:3]=[N:4][C:5]2[N:6]([N:8]=[CH:9][C:10]=2[C:11]2[C:20]3[C:15](=[CH:16][CH:17]=[CH:18][CH:19]=3)[N+:14]([O-])=[CH:13][CH:12]=2)[CH:7]=1.O(Cl)[Cl:23].[P+5].C(=O)(O)[O-].[Na+], predict the reaction product. The product is: [Br:1][C:2]1[CH:3]=[N:4][C:5]2[N:6]([N:8]=[CH:9][C:10]=2[C:11]2[C:20]3[C:15](=[CH:16][CH:17]=[CH:18][CH:19]=3)[N:14]=[C:13]([Cl:23])[CH:12]=2)[CH:7]=1. (2) Given the reactants [F:1][C:2]1[CH:22]=[CH:21][C:20]([C:23]([NH:25][C:26]2[CH:31]=[C:30]([CH3:32])[CH:29]=[CH:28][C:27]=2[F:33])=[O:24])=[CH:19][C:3]=1[O:4][C:5]1[CH:10]=[CH:9][N:8]=[C:7]([C:11]2[NH:15][CH:14]=[C:13]([C:16](O)=[O:17])[CH:12]=2)[CH:6]=1.CN(C(ON1N=NC2C=CC=NC1=2)=[N+](C)C)C.F[P-](F)(F)(F)(F)F.C(N(CC)C(C)C)(C)C.[NH2:67][CH2:68][CH2:69][NH:70][C:71](=[O:77])[O:72][C:73]([CH3:76])([CH3:75])[CH3:74], predict the reaction product. The product is: [F:1][C:2]1[CH:22]=[CH:21][C:20]([C:23]([NH:25][C:26]2[CH:31]=[C:30]([CH3:32])[CH:29]=[CH:28][C:27]=2[F:33])=[O:24])=[CH:19][C:3]=1[O:4][C:5]1[CH:10]=[CH:9][N:8]=[C:7]([C:11]2[NH:15][CH:14]=[C:13]([C:16]([NH:67][CH2:68][CH2:69][NH:70][C:71](=[O:77])[O:72][C:73]([CH3:75])([CH3:74])[CH3:76])=[O:17])[CH:12]=2)[CH:6]=1. (3) Given the reactants Cl[C:2]1[C:7]([N+:8]([O-:10])=[O:9])=[CH:6][C:5]([CH3:11])=[CH:4][N:3]=1.C(N(CC)CC)C.[NH2:19][C:20]1[CH:25]=[CH:24][CH:23]=[C:22]([CH3:26])[CH:21]=1, predict the reaction product. The product is: [CH3:11][C:5]1[CH:6]=[C:7]([N+:8]([O-:10])=[O:9])[C:2]([NH:19][C:20]2[CH:21]=[C:22]([CH3:26])[CH:23]=[CH:24][CH:25]=2)=[N:3][CH:4]=1. (4) Given the reactants [CH2:1]([C:5]1[C:9]([CH2:10][CH2:11][C:12](OCC)=[O:13])=[CH:8][N:7]([C:17]2[CH:22]=[CH:21][C:20]([C:23]([F:26])([F:25])[F:24])=[CH:19][N:18]=2)[N:6]=1)[CH2:2][CH2:3][CH3:4].[H-].C([Al+]CC(C)C)C(C)C.Cl, predict the reaction product. The product is: [CH2:1]([C:5]1[C:9]([CH2:10][CH2:11][CH2:12][OH:13])=[CH:8][N:7]([C:17]2[CH:22]=[CH:21][C:20]([C:23]([F:24])([F:25])[F:26])=[CH:19][N:18]=2)[N:6]=1)[CH2:2][CH2:3][CH3:4].